Dataset: Catalyst prediction with 721,799 reactions and 888 catalyst types from USPTO. Task: Predict which catalyst facilitates the given reaction. (1) Reactant: C[O:2][C:3]([C:5]1[CH:6]=[CH:7][C:8]2[O:12][C:11]([C:13]([CH2:24][CH3:25])([C:16]3[CH:21]=[CH:20][C:19]([OH:22])=[C:18]([CH3:23])[CH:17]=3)[CH2:14][CH3:15])=[CH:10][C:9]=2[CH:26]=1)=O.[H-].[H-].[H-].[H-].[Li+].[Al+3]. Product: [CH2:14]([C:13]([C:16]1[CH:21]=[CH:20][C:19]([OH:22])=[C:18]([CH3:23])[CH:17]=1)([C:11]1[O:12][C:8]2[CH:7]=[CH:6][C:5]([CH2:3][OH:2])=[CH:26][C:9]=2[CH:10]=1)[CH2:24][CH3:25])[CH3:15]. The catalyst class is: 1. (2) Reactant: [CH3:1][C:2]1[S:3][C:4]([C:8]([OH:10])=[O:9])=[C:5]([CH3:7])[N:6]=1.[Li]CCCC.[CH3:16][N:17]1[C:21]([CH:22]=[O:23])=[C:20]([C:24]2[CH:29]=[CH:28][CH:27]=[CH:26][N:25]=2)[N:19]=[N:18]1. Product: [OH:23][CH:22]([C:21]1[N:17]([CH3:16])[N:18]=[N:19][C:20]=1[C:24]1[CH:29]=[CH:28][CH:27]=[CH:26][N:25]=1)[CH2:1][C:2]1[S:3][C:4]([C:8]([OH:10])=[O:9])=[C:5]([CH3:7])[N:6]=1. The catalyst class is: 1. (3) Reactant: [Br:1][C:2]1[CH:3]=[C:4]([Cl:13])[C:5]2[O:9][CH:8]([CH:10]=O)[CH2:7][C:6]=2[CH:12]=1.[C:14]([CH:19]=P(C1C=CC=CC=1)(C1C=CC=CC=1)C1C=CC=CC=1)([O:16][CH2:17][CH3:18])=[O:15].O. Product: [Br:1][C:2]1[CH:3]=[C:4]([Cl:13])[C:5]2[O:9][CH:8](/[CH:10]=[CH:19]/[C:14]([O:16][CH2:17][CH3:18])=[O:15])[CH2:7][C:6]=2[CH:12]=1. The catalyst class is: 11. (4) Reactant: [NH2:1][C:2]1[CH:16]=[CH:15][C:5]([CH2:6][NH:7][C:8](=[O:14])[O:9][C:10]([CH3:13])([CH3:12])[CH3:11])=[CH:4][C:3]=1[I:17].N(OC(C)(C)C)=O.[Si]([N:29]=[N+:30]=[N-])(C)(C)C. Product: [N:1]([C:2]1[CH:16]=[CH:15][C:5]([CH2:6][NH:7][C:8](=[O:14])[O:9][C:10]([CH3:13])([CH3:12])[CH3:11])=[CH:4][C:3]=1[I:17])=[N+:29]=[N-:30]. The catalyst class is: 23. (5) Reactant: [CH2:1]([N:8]1[CH:14]2[CH2:15][CH2:16][CH:9]1[CH:10]1[NH:17][CH:13]2[CH2:12][CH2:11]1)[C:2]1[CH:7]=[CH:6][CH:5]=[CH:4][CH:3]=1.Cl[CH:19]([C:33]1[CH:38]=[CH:37][CH:36]=[C:35]([O:39][CH3:40])[CH:34]=1)[C:20]1[CH:32]=[CH:31][C:23]([C:24]([N:26]([CH2:29][CH3:30])[CH2:27][CH3:28])=[O:25])=[CH:22][CH:21]=1.C(=O)([O-])[O-].[K+].[K+]. Product: [CH2:1]([N:8]1[CH:9]2[CH:10]3[N:17]([CH:19]([C:33]4[CH:38]=[CH:37][CH:36]=[C:35]([O:39][CH3:40])[CH:34]=4)[C:20]4[CH:32]=[CH:31][C:23]([C:24]([N:26]([CH2:29][CH3:30])[CH2:27][CH3:28])=[O:25])=[CH:22][CH:21]=4)[CH:13]([CH:14]1[CH2:15][CH2:16]2)[CH2:12][CH2:11]3)[C:2]1[CH:3]=[CH:4][CH:5]=[CH:6][CH:7]=1. The catalyst class is: 10. (6) Reactant: [Br:1][C:2]1[CH:7]=[CH:6][C:5]([NH:8][CH2:9][C:10]([CH3:13])([OH:12])[CH3:11])=[C:4](F)[CH:3]=1.[H-].[Na+]. Product: [Br:1][C:2]1[CH:7]=[CH:6][C:5]2[NH:8][CH2:9][C:10]([CH3:13])([CH3:11])[O:12][C:4]=2[CH:3]=1. The catalyst class is: 42. (7) Reactant: [CH3:1][N:2]1[CH:6]=[C:5]([C:7]2[CH:8]=[C:9]3[C:14](=[CH:15][CH:16]=2)[N:13]([C:17]2[C:21]4[CH2:22][N:23]([C:26](=[O:28])[CH3:27])[CH2:24][CH2:25][C:20]=4[NH:19][N:18]=2)[CH2:12][CH2:11][CH2:10]3)[CH:4]=[N:3]1.C1(C)C=CC(S(O)(=O)=O)=CC=1.[O:40]1[CH:44]=[CH:43][CH2:42][CH2:41]1.O. Product: [CH3:1][N:2]1[CH:6]=[C:5]([C:7]2[CH:8]=[C:9]3[C:14](=[CH:15][CH:16]=2)[N:13]([C:17]2[C:21]4[CH2:22][N:23]([C:26](=[O:28])[CH3:27])[CH2:24][CH2:25][C:20]=4[N:19]([CH:41]4[CH2:42][CH2:43][CH2:44][O:40]4)[N:18]=2)[CH2:12][CH2:11][CH2:10]3)[CH:4]=[N:3]1. The catalyst class is: 1.